From a dataset of NCI-60 drug combinations with 297,098 pairs across 59 cell lines. Regression. Given two drug SMILES strings and cell line genomic features, predict the synergy score measuring deviation from expected non-interaction effect. (1) Drug 1: CC1OCC2C(O1)C(C(C(O2)OC3C4COC(=O)C4C(C5=CC6=C(C=C35)OCO6)C7=CC(=C(C(=C7)OC)O)OC)O)O. Drug 2: CC1C(C(CC(O1)OC2CC(CC3=C2C(=C4C(=C3O)C(=O)C5=C(C4=O)C(=CC=C5)OC)O)(C(=O)CO)O)N)O.Cl. Cell line: HS 578T. Synergy scores: CSS=34.7, Synergy_ZIP=-8.37, Synergy_Bliss=-10.0, Synergy_Loewe=-8.37, Synergy_HSA=-5.02. (2) Drug 1: CC1=C2C(C(=O)C3(C(CC4C(C3C(C(C2(C)C)(CC1OC(=O)C(C(C5=CC=CC=C5)NC(=O)OC(C)(C)C)O)O)OC(=O)C6=CC=CC=C6)(CO4)OC(=O)C)OC)C)OC. Drug 2: CC1=C2C(C(=O)C3(C(CC4C(C3C(C(C2(C)C)(CC1OC(=O)C(C(C5=CC=CC=C5)NC(=O)C6=CC=CC=C6)O)O)OC(=O)C7=CC=CC=C7)(CO4)OC(=O)C)O)C)OC(=O)C. Cell line: HCT116. Synergy scores: CSS=85.8, Synergy_ZIP=9.82, Synergy_Bliss=11.2, Synergy_Loewe=10.8, Synergy_HSA=15.3. (3) Drug 1: C1=NC(=NC(=O)N1C2C(C(C(O2)CO)O)O)N. Drug 2: C1=CC=C(C=C1)NC(=O)CCCCCCC(=O)NO. Cell line: UACC62. Synergy scores: CSS=65.4, Synergy_ZIP=-4.48, Synergy_Bliss=-0.844, Synergy_Loewe=2.46, Synergy_HSA=4.60. (4) Drug 1: CC1CCC2CC(C(=CC=CC=CC(CC(C(=O)C(C(C(=CC(C(=O)CC(OC(=O)C3CCCCN3C(=O)C(=O)C1(O2)O)C(C)CC4CCC(C(C4)OC)O)C)C)O)OC)C)C)C)OC. Drug 2: CC1C(C(CC(O1)OC2CC(CC3=C2C(=C4C(=C3O)C(=O)C5=CC=CC=C5C4=O)O)(C(=O)C)O)N)O. Cell line: HL-60(TB). Synergy scores: CSS=42.0, Synergy_ZIP=-0.630, Synergy_Bliss=-2.44, Synergy_Loewe=-2.69, Synergy_HSA=-0.737. (5) Drug 1: C1C(C(OC1N2C=NC3=C(N=C(N=C32)Cl)N)CO)O. Drug 2: C1CN1C2=NC(=NC(=N2)N3CC3)N4CC4. Cell line: SK-MEL-5. Synergy scores: CSS=66.6, Synergy_ZIP=-10.6, Synergy_Bliss=-8.11, Synergy_Loewe=-3.75, Synergy_HSA=-0.0178. (6) Drug 1: CC(C1=C(C=CC(=C1Cl)F)Cl)OC2=C(N=CC(=C2)C3=CN(N=C3)C4CCNCC4)N. Drug 2: C1=NC2=C(N1)C(=S)N=C(N2)N. Cell line: UACC-257. Synergy scores: CSS=16.9, Synergy_ZIP=-9.05, Synergy_Bliss=-2.79, Synergy_Loewe=-8.20, Synergy_HSA=-3.23.